Predict which catalyst facilitates the given reaction. From a dataset of Catalyst prediction with 721,799 reactions and 888 catalyst types from USPTO. (1) Reactant: [NH2:1][C@H:2]([CH2:19][C:20]1[CH:25]=[CH:24][N:23]=[CH:22][CH:21]=1)[C:3]([N:5]1[CH2:10][CH2:9][N:8]([C:11]2[CH:16]=[CH:15][CH:14]=[CH:13][C:12]=2[O:17][CH3:18])[CH2:7][CH2:6]1)=O.B.C1COCC1.Cl. Product: [CH3:18][O:17][C:12]1[CH:13]=[CH:14][CH:15]=[CH:16][C:11]=1[N:8]1[CH2:9][CH2:10][N:5]([CH2:3][C@H:2]([NH2:1])[CH2:19][C:20]2[CH:21]=[CH:22][N:23]=[CH:24][CH:25]=2)[CH2:6][CH2:7]1. The catalyst class is: 20. (2) The catalyst class is: 3. Product: [CH3:74][C:75]1[C:79]([CH3:80])=[C:78]([C:81]([N:37]2[CH2:38][CH2:39][C@H:34]([O:33][C:3]3[CH:2]=[CH:9][C:8]([C:10]4[N:15]=[C:14]([NH:16][C:17]5[CH:22]=[CH:21][C:20]([N:23]6[CH2:24][CH2:25][N:26]([CH:29]7[CH2:30][O:31][CH2:32]7)[CH2:27][CH2:28]6)=[CH:19][CH:18]=5)[N:13]=[CH:12][N:11]=4)=[CH:7][C:4]=3[C:5]#[N:6])[C@H:35]([F:40])[CH2:36]2)=[O:82])[NH:77][N:76]=1. Reactant: F[C:2]1[C:3]([O:33][C@H:34]2[CH2:39][CH2:38][NH:37][CH2:36][C@H:35]2[F:40])=[C:4]([CH:7]=[C:8]([C:10]2[N:15]=[C:14]([NH:16][C:17]3[CH:22]=[CH:21][C:20]([N:23]4[CH2:28][CH2:27][N:26]([CH:29]5[CH2:32][O:31][CH2:30]5)[CH2:25][CH2:24]4)=[CH:19][CH:18]=3)[N:13]=[CH:12][N:11]=2)[CH:9]=1)[C:5]#[N:6].CN(C(ON1N=NC2C=CC=NC1=2)=[N+](C)C)C.F[P-](F)(F)(F)(F)F.CCN(C(C)C)C(C)C.[CH3:74][C:75]1[C:79]([CH3:80])=[C:78]([C:81](O)=[O:82])[NH:77][N:76]=1. (3) Reactant: [Cl:1][C:2]1[CH:7]=[CH:6][CH:5]=[CH:4][C:3]=1[N:8]([CH3:37])[C:9]([C:11]1[N:12]=[N:13][N:14]([CH2:22][C:23]2[CH:28]=[C:27]([C:29]([F:32])([F:31])[F:30])[CH:26]=[C:25]([C:33]([F:36])([F:35])[F:34])[CH:24]=2)[C:15]=1[N:16]1[CH2:21][CH2:20][NH:19][CH2:18][CH2:17]1)=[O:10].[CH3:38][S:39](Cl)(=[O:41])=[O:40].O. Product: [Cl:1][C:2]1[CH:7]=[CH:6][CH:5]=[CH:4][C:3]=1[N:8]([CH3:37])[C:9]([C:11]1[N:12]=[N:13][N:14]([CH2:22][C:23]2[CH:28]=[C:27]([C:29]([F:31])([F:32])[F:30])[CH:26]=[C:25]([C:33]([F:34])([F:36])[F:35])[CH:24]=2)[C:15]=1[N:16]1[CH2:21][CH2:20][N:19]([S:39]([CH3:38])(=[O:41])=[O:40])[CH2:18][CH2:17]1)=[O:10]. The catalyst class is: 64. (4) Reactant: [OH:1][C:2]1[CH:11]=[CH:10][CH:9]=[C:8]2[C:3]=1[CH2:4][CH2:5][CH2:6][C:7]2=[O:12].[H-].[Na+].Br[CH2:16][C:17]([O:19][CH2:20][CH3:21])=[O:18]. The catalyst class is: 35. Product: [O:1]=[C:2]1[CH2:11][CH2:10][CH2:9][C:8]2[C:7]([O:12][CH2:16][C:17]([O:19][CH2:20][CH3:21])=[O:18])=[CH:6][CH:5]=[CH:4][C:3]1=2. (5) Reactant: [Cl:1][C:2]1[CH:3]=[CH:4][C:5]([CH2:8]O)=[N:6][CH:7]=1.C1(P(C2C=CC=CC=2)C2C=CC=CC=2)C=CC=CC=1.C(Br)(Br)(Br)[Br:30]. The catalyst class is: 2. Product: [Br:30][CH2:8][C:5]1[CH:4]=[CH:3][C:2]([Cl:1])=[CH:7][N:6]=1.